This data is from NCI-60 drug combinations with 297,098 pairs across 59 cell lines. The task is: Regression. Given two drug SMILES strings and cell line genomic features, predict the synergy score measuring deviation from expected non-interaction effect. (1) Drug 1: CC1=C(C(CCC1)(C)C)C=CC(=CC=CC(=CC(=O)O)C)C. Drug 2: CC1=C(C(=O)C2=C(C1=O)N3CC4C(C3(C2COC(=O)N)OC)N4)N. Cell line: HT29. Synergy scores: CSS=23.2, Synergy_ZIP=-7.83, Synergy_Bliss=-4.40, Synergy_Loewe=-16.1, Synergy_HSA=-1.57. (2) Drug 2: C1C(C(OC1N2C=NC3=C(N=C(N=C32)Cl)N)CO)O. Drug 1: C1CN1P(=S)(N2CC2)N3CC3. Cell line: SF-539. Synergy scores: CSS=35.0, Synergy_ZIP=-10.8, Synergy_Bliss=-7.96, Synergy_Loewe=-2.82, Synergy_HSA=-1.61. (3) Drug 1: C1CCN(CC1)CCOC2=CC=C(C=C2)C(=O)C3=C(SC4=C3C=CC(=C4)O)C5=CC=C(C=C5)O. Drug 2: C1C(C(OC1N2C=NC3=C2NC=NCC3O)CO)O. Cell line: PC-3. Synergy scores: CSS=2.78, Synergy_ZIP=-0.982, Synergy_Bliss=-0.0134, Synergy_Loewe=0.194, Synergy_HSA=-0.388. (4) Drug 1: C1CC(C1)(C(=O)O)C(=O)O.[NH2-].[NH2-].[Pt+2]. Drug 2: CS(=O)(=O)CCNCC1=CC=C(O1)C2=CC3=C(C=C2)N=CN=C3NC4=CC(=C(C=C4)OCC5=CC(=CC=C5)F)Cl. Cell line: DU-145. Synergy scores: CSS=16.5, Synergy_ZIP=-5.02, Synergy_Bliss=1.02, Synergy_Loewe=-7.09, Synergy_HSA=-2.85. (5) Drug 1: CCCS(=O)(=O)NC1=C(C(=C(C=C1)F)C(=O)C2=CNC3=C2C=C(C=N3)C4=CC=C(C=C4)Cl)F. Drug 2: CNC(=O)C1=CC=CC=C1SC2=CC3=C(C=C2)C(=NN3)C=CC4=CC=CC=N4. Cell line: A549. Synergy scores: CSS=12.7, Synergy_ZIP=-1.21, Synergy_Bliss=5.53, Synergy_Loewe=0.638, Synergy_HSA=3.53.